Dataset: Retrosynthesis with 50K atom-mapped reactions and 10 reaction types from USPTO. Task: Predict the reactants needed to synthesize the given product. (1) Given the product CC(C)[C@@H](NS(=O)(=O)c1ccc2sc3cc(-c4ccc(Cl)o4)ccc3c2c1)C(=O)O, predict the reactants needed to synthesize it. The reactants are: COC(=O)[C@H](NS(=O)(=O)c1ccc2sc3cc(-c4ccc(Cl)o4)ccc3c2c1)C(C)C. (2) Given the product CCOc1cc(CC(=O)O)cc(Oc2ccc(-c3ccccc3)s2)c1, predict the reactants needed to synthesize it. The reactants are: CCOc1cc(CC(=O)OC)cc(Oc2ccc(-c3ccccc3)s2)c1. (3) The reactants are: CC(C)COC(=O)Cl.CN[C@H]1CC[C@H](OCCCCBr)CC1. Given the product CC(C)COC(=O)N(C)[C@H]1CC[C@H](OCCCCBr)CC1, predict the reactants needed to synthesize it. (4) Given the product CCOc1cc(CBr)c(C#N)cc1C(=O)NC, predict the reactants needed to synthesize it. The reactants are: CCOc1cc(CBr)c(C#N)cc1C(=O)N(C)C(=O)OC(C)(C)C. (5) Given the product N#Cc1ccc(NC(=O)C(O)(Cc2ccccc2)c2cccs2)cc1C(F)(F)F, predict the reactants needed to synthesize it. The reactants are: N#Cc1ccc(NC(=O)C(=O)c2cccs2)cc1C(F)(F)F.[Mg+]Cc1ccccc1. (6) Given the product CCCCCCC(C)(C)c1ccc(-c2ccncc2)c(O)c1, predict the reactants needed to synthesize it. The reactants are: CCCCCCC(C)(C)c1ccc(Br)c(O)c1.OB(O)c1ccncc1. (7) Given the product COc1ccc(CNc2nc(-n3ccnc3C)nc3sc(Cl)cc23)cc1Cl, predict the reactants needed to synthesize it. The reactants are: COc1ccc(CNc2nc(Cl)nc3sc(Cl)cc23)cc1Cl.Cc1ncc[nH]1.